From a dataset of Reaction yield outcomes from USPTO patents with 853,638 reactions. Predict the reaction yield, written as a fraction of the theoretical maximum amount of product (1.0 means a 100% yield; for example, 0.34 means a 34% yield). The reactants are [Cl:1][C:2]1[CH:3]=[CH:4][C:5]([CH2:8][O:9][C:10]2[CH:15]=[CH:14][N+:13]([O-])=[CH:12][CH:11]=2)=[N:6][CH:7]=1.C(N(CC)CC)C.FC(F)(F)C(OC(=O)C(F)(F)F)=[O:27]. The catalyst is C1COCC1. The product is [Cl:1][C:2]1[CH:3]=[CH:4][C:5]([CH2:8][O:9][C:10]2[CH:15]=[CH:14][NH:13][C:12](=[O:27])[CH:11]=2)=[N:6][CH:7]=1. The yield is 0.600.